From a dataset of Forward reaction prediction with 1.9M reactions from USPTO patents (1976-2016). Predict the product of the given reaction. Given the reactants [ClH:1].Br[C:3]1[C:7]2=[N:8][CH:9]=[CH:10][CH:11]=[C:6]2[S:5][C:4]=1[NH2:12], predict the reaction product. The product is: [ClH:1].[S:5]1[C:6]2[C:7](=[N:8][CH:9]=[CH:10][CH:11]=2)[CH:3]=[C:4]1[NH2:12].